This data is from Full USPTO retrosynthesis dataset with 1.9M reactions from patents (1976-2016). The task is: Predict the reactants needed to synthesize the given product. Given the product [Cl:1][C:2]1[CH:10]=[CH:9][CH:8]=[C:7]2[C:3]=1[C:4]([C:15]([NH:48][CH2:49][C@:50]1([OH:57])[CH2:55][CH2:54][CH2:53][C@H:52]([CH3:56])[CH2:51]1)=[O:17])=[CH:5][N:6]2[CH:11]1[CH2:12][O:13][CH2:14]1, predict the reactants needed to synthesize it. The reactants are: [Cl:1][C:2]1[CH:10]=[CH:9][CH:8]=[C:7]2[C:3]=1[C:4]([C:15]([OH:17])=O)=[CH:5][N:6]2[CH:11]1[CH2:14][O:13][CH2:12]1.C1C=CC2N(O)N=NC=2C=1.CCN(C(C)C)C(C)C.CCN=C=NCCCN(C)C.[NH2:48][CH2:49][C@:50]1([OH:57])[CH2:55][CH2:54][CH2:53][C@H:52]([CH3:56])[CH2:51]1.